Dataset: NCI-60 drug combinations with 297,098 pairs across 59 cell lines. Task: Regression. Given two drug SMILES strings and cell line genomic features, predict the synergy score measuring deviation from expected non-interaction effect. (1) Drug 1: C1CCC(C1)C(CC#N)N2C=C(C=N2)C3=C4C=CNC4=NC=N3. Drug 2: CCC1=CC2CC(C3=C(CN(C2)C1)C4=CC=CC=C4N3)(C5=C(C=C6C(=C5)C78CCN9C7C(C=CC9)(C(C(C8N6C)(C(=O)OC)O)OC(=O)C)CC)OC)C(=O)OC.C(C(C(=O)O)O)(C(=O)O)O. Cell line: COLO 205. Synergy scores: CSS=38.9, Synergy_ZIP=6.33, Synergy_Bliss=8.09, Synergy_Loewe=-40.4, Synergy_HSA=2.11. (2) Cell line: OVCAR3. Synergy scores: CSS=5.42, Synergy_ZIP=7.19, Synergy_Bliss=7.78, Synergy_Loewe=4.63, Synergy_HSA=5.35. Drug 2: C1=CC=C(C(=C1)C(C2=CC=C(C=C2)Cl)C(Cl)Cl)Cl. Drug 1: CCCS(=O)(=O)NC1=C(C(=C(C=C1)F)C(=O)C2=CNC3=C2C=C(C=N3)C4=CC=C(C=C4)Cl)F. (3) Drug 1: CC1=CC2C(CCC3(C2CCC3(C(=O)C)OC(=O)C)C)C4(C1=CC(=O)CC4)C. Drug 2: C1CNP(=O)(OC1)N(CCCl)CCCl. Cell line: HCT-15. Synergy scores: CSS=-4.75, Synergy_ZIP=0.932, Synergy_Bliss=-2.95, Synergy_Loewe=-5.21, Synergy_HSA=-4.90. (4) Drug 1: C1CCC(C1)C(CC#N)N2C=C(C=N2)C3=C4C=CNC4=NC=N3. Drug 2: C1=NC2=C(N1)C(=S)N=C(N2)N. Cell line: M14. Synergy scores: CSS=33.9, Synergy_ZIP=4.06, Synergy_Bliss=3.34, Synergy_Loewe=-20.0, Synergy_HSA=-4.24. (5) Drug 1: C1C(C(OC1N2C=NC3=C(N=C(N=C32)Cl)N)CO)O. Drug 2: CC12CCC3C(C1CCC2OP(=O)(O)O)CCC4=C3C=CC(=C4)OC(=O)N(CCCl)CCCl.[Na+]. Cell line: SR. Synergy scores: CSS=79.4, Synergy_ZIP=-0.788, Synergy_Bliss=-2.94, Synergy_Loewe=-24.6, Synergy_HSA=0.842. (6) Drug 1: C1=C(C(=O)NC(=O)N1)F. Drug 2: CC1CCC2CC(C(=CC=CC=CC(CC(C(=O)C(C(C(=CC(C(=O)CC(OC(=O)C3CCCCN3C(=O)C(=O)C1(O2)O)C(C)CC4CCC(C(C4)OC)OCCO)C)C)O)OC)C)C)C)OC. Cell line: IGROV1. Synergy scores: CSS=53.7, Synergy_ZIP=4.34, Synergy_Bliss=3.84, Synergy_Loewe=9.69, Synergy_HSA=11.0.